Dataset: NCI-60 drug combinations with 297,098 pairs across 59 cell lines. Task: Regression. Given two drug SMILES strings and cell line genomic features, predict the synergy score measuring deviation from expected non-interaction effect. (1) Drug 1: C1=NC2=C(N1)C(=S)N=C(N2)N. Drug 2: CC1C(C(CC(O1)OC2CC(CC3=C2C(=C4C(=C3O)C(=O)C5=CC=CC=C5C4=O)O)(C(=O)C)O)N)O. Cell line: RXF 393. Synergy scores: CSS=60.3, Synergy_ZIP=-7.78, Synergy_Bliss=-5.82, Synergy_Loewe=-4.57, Synergy_HSA=-2.16. (2) Drug 1: C1C(C(OC1N2C=C(C(=O)NC2=O)F)CO)O. Drug 2: CC(C)CN1C=NC2=C1C3=CC=CC=C3N=C2N. Cell line: HT29. Synergy scores: CSS=18.3, Synergy_ZIP=-2.18, Synergy_Bliss=-1.73, Synergy_Loewe=-4.25, Synergy_HSA=-0.762. (3) Drug 1: CN1CCC(CC1)COC2=C(C=C3C(=C2)N=CN=C3NC4=C(C=C(C=C4)Br)F)OC. Drug 2: COC1=NC(=NC2=C1N=CN2C3C(C(C(O3)CO)O)O)N. Cell line: MALME-3M. Synergy scores: CSS=5.37, Synergy_ZIP=-2.39, Synergy_Bliss=-0.480, Synergy_Loewe=-0.776, Synergy_HSA=-0.735. (4) Drug 1: C1CC(C1)(C(=O)O)C(=O)O.[NH2-].[NH2-].[Pt+2]. Drug 2: CC1=C2C(C(=O)C3(C(CC4C(C3C(C(C2(C)C)(CC1OC(=O)C(C(C5=CC=CC=C5)NC(=O)OC(C)(C)C)O)O)OC(=O)C6=CC=CC=C6)(CO4)OC(=O)C)O)C)O. Cell line: NCI-H522. Synergy scores: CSS=-1.28, Synergy_ZIP=-3.11, Synergy_Bliss=-1.98, Synergy_Loewe=-2.18, Synergy_HSA=-3.10. (5) Synergy scores: CSS=45.8, Synergy_ZIP=5.35, Synergy_Bliss=5.28, Synergy_Loewe=-15.4, Synergy_HSA=2.68. Cell line: RPMI-8226. Drug 1: CC(C1=C(C=CC(=C1Cl)F)Cl)OC2=C(N=CC(=C2)C3=CN(N=C3)C4CCNCC4)N. Drug 2: C1=CC(=CC=C1CCC2=CNC3=C2C(=O)NC(=N3)N)C(=O)NC(CCC(=O)O)C(=O)O. (6) Drug 1: CC1C(C(=O)NC(C(=O)N2CCCC2C(=O)N(CC(=O)N(C(C(=O)O1)C(C)C)C)C)C(C)C)NC(=O)C3=C4C(=C(C=C3)C)OC5=C(C(=O)C(=C(C5=N4)C(=O)NC6C(OC(=O)C(N(C(=O)CN(C(=O)C7CCCN7C(=O)C(NC6=O)C(C)C)C)C)C(C)C)C)N)C. Drug 2: C(CC(=O)O)C(=O)CN.Cl. Cell line: SR. Synergy scores: CSS=46.3, Synergy_ZIP=-2.76, Synergy_Bliss=-5.09, Synergy_Loewe=-20.0, Synergy_HSA=-5.41.